Dataset: Catalyst prediction with 721,799 reactions and 888 catalyst types from USPTO. Task: Predict which catalyst facilitates the given reaction. (1) The catalyst class is: 2. Reactant: [F:1][C:2]([F:7])([F:6])[C:3]([OH:5])=[O:4].O.[CH2:9]([O:16][CH2:17][CH2:18][C:19]1[CH:24]=[CH:23][C:22]([C:25]2[CH:26]=[N:27][CH:28]=[C:29]([O:31][CH2:32][C@@H:33]3[CH2:36][CH2:35][N:34]3C(OC(C)(C)C)=O)[CH:30]=2)=[CH:21][CH:20]=1)[C:10]1[CH:15]=[CH:14][CH:13]=[CH:12][CH:11]=1. Product: [F:1][C:2]([F:7])([F:6])[C:3]([OH:5])=[O:4].[NH:34]1[CH2:35][CH2:36][C@H:33]1[CH2:32][O:31][C:29]1[CH:28]=[N:27][CH:26]=[C:25]([C:22]2[CH:23]=[CH:24][C:19]([CH2:18][CH2:17][O:16][CH2:9][C:10]3[CH:15]=[CH:14][CH:13]=[CH:12][CH:11]=3)=[CH:20][CH:21]=2)[CH:30]=1. (2) Reactant: [F:1][C:2]([F:9])([F:8])[C:3]1[CH:7]=[CH:6][NH:5][N:4]=1.CN(C)C1CCCCC1N.C(=O)([O-])[O-].[K+].[K+].Br[C:27]1[CH:32]=[CH:31][C:30]([CH2:33][CH2:34][NH:35][C:36](=[O:47])[C:37]2[CH:42]=[CH:41][CH:40]=[CH:39][C:38]=2[C:43]([F:46])([F:45])[F:44])=[CH:29][CH:28]=1. Product: [F:44][C:43]([F:45])([F:46])[C:38]1[CH:39]=[CH:40][CH:41]=[CH:42][C:37]=1[C:36]([NH:35][CH2:34][CH2:33][C:30]1[CH:31]=[CH:32][C:27]([N:5]2[CH:6]=[CH:7][C:3]([C:2]([F:9])([F:8])[F:1])=[N:4]2)=[CH:28][CH:29]=1)=[O:47]. The catalyst class is: 185. (3) The catalyst class is: 5. Reactant: C([NH:8][CH2:9][C@@H:10]([C:19]1[CH:20]=[CH:21][C:22]([O:28]CC2C=CC=CC=2)=[C:23]([NH:25][CH:26]=[O:27])[CH:24]=1)[O:11][Si:12]([C:15]([CH3:18])([CH3:17])[CH3:16])([CH3:14])[CH3:13])C1C=CC=CC=1.[C:36]([OH:39])(=[O:38])[CH3:37]. Product: [C:36]([OH:39])(=[O:38])[CH3:37].[NH2:8][CH2:9][C@@H:10]([C:19]1[CH:20]=[CH:21][C:22]([OH:28])=[C:23]([NH:25][CH:26]=[O:27])[CH:24]=1)[O:11][Si:12]([C:15]([CH3:18])([CH3:17])[CH3:16])([CH3:14])[CH3:13]. (4) Reactant: [CH3:1][N:2]1[CH:6]=[C:5]([C:7](Cl)=[O:8])[N:4]=[CH:3]1.[NH2:10][C:11]1[CH:21]=[CH:20][C:19]([C:22]2[CH:23]=[C:24]3[C:30]([C:31]4[CH:36]=[CH:35][CH:34]=[CH:33][C:32]=4[O:37][CH3:38])=[N:29][N:28]([CH2:39][O:40][CH2:41][CH2:42][Si:43]([CH3:46])([CH3:45])[CH3:44])[C:25]3=[N:26][CH:27]=2)=[CH:18][C:12]=1[C:13]([N:15]([CH3:17])[CH3:16])=[O:14].N1C=CC=CC=1.ClCCl.C(O)C(N)(CO)CO. Product: [CH3:17][N:15]([CH3:16])[C:13]([C:12]1[CH:18]=[C:19]([C:22]2[CH:23]=[C:24]3[C:30]([C:31]4[CH:36]=[CH:35][CH:34]=[CH:33][C:32]=4[O:37][CH3:38])=[N:29][N:28]([CH2:39][O:40][CH2:41][CH2:42][Si:43]([CH3:44])([CH3:46])[CH3:45])[C:25]3=[N:26][CH:27]=2)[CH:20]=[CH:21][C:11]=1[NH:10][C:7]([C:5]1[N:4]=[CH:3][N:2]([CH3:1])[CH:6]=1)=[O:8])=[O:14]. The catalyst class is: 4. (5) Reactant: [N:1]1([C:12]([O:14][C:15]([CH3:18])([CH3:17])[CH3:16])=[O:13])[CH2:6][CH2:5][CH2:4][C@H:3]([C:7](OCC)=[O:8])[CH2:2]1.O.[NH2:20][NH2:21]. Product: [NH:20]([C:7]([C@H:3]1[CH2:4][CH2:5][CH2:6][N:1]([C:12]([O:14][C:15]([CH3:18])([CH3:17])[CH3:16])=[O:13])[CH2:2]1)=[O:8])[NH2:21]. The catalyst class is: 191. (6) Reactant: [S-]C#N.[K+].[CH:5]1([O:10][CH2:11][C:12]([NH:14][NH2:15])=O)[CH2:9][CH2:8][CH2:7][CH2:6]1.[N:16]([C:19]([C:21]1[CH:37]=[CH:36][C:24]([O:25][C@@H:26]2[CH2:31][CH2:30][C@H:29]([C:32]([O:34][CH3:35])=[O:33])[CH2:28][CH2:27]2)=[CH:23][CH:22]=1)=[O:20])=[C:17]=[S:18]. Product: [CH:5]1([O:10][CH2:11][C:12]2[S:18][C:17]([NH:16][C:19]([C:21]3[CH:37]=[CH:36][C:24]([O:25][C@@H:26]4[CH2:27][CH2:28][C@H:29]([C:32]([O:34][CH3:35])=[O:33])[CH2:30][CH2:31]4)=[CH:23][CH:22]=3)=[O:20])=[N:15][N:14]=2)[CH2:9][CH2:8][CH2:7][CH2:6]1. The catalyst class is: 10.